Dataset: Acute oral toxicity (LD50) regression data from Zhu et al.. Task: Regression/Classification. Given a drug SMILES string, predict its toxicity properties. Task type varies by dataset: regression for continuous values (e.g., LD50, hERG inhibition percentage) or binary classification for toxic/non-toxic outcomes (e.g., AMES mutagenicity, cardiotoxicity, hepatotoxicity). Dataset: ld50_zhu. (1) The compound is OCCN1CCN(CCCN2c3ccccc3Sc3cc(Cl)cnc32)CC1. The rat oral LD50 is 2.79, given as -log10 of the dose in mol/kg body weight (higher means more acutely toxic). (2) The compound is CCOC(=S)C=Cc1ccc2c(c1)OCO2. The rat oral LD50 is 2.40, given as -log10 of the dose in mol/kg body weight (higher means more acutely toxic). (3) The molecule is CC1=CCC2CC1C2(C)C. The rat oral LD50 is 1.57, given as -log10 of the dose in mol/kg body weight (higher means more acutely toxic). (4) The rat oral LD50 is 0.875, given as -log10 of the dose in mol/kg body weight (higher means more acutely toxic). The compound is C=CCCCCC=C. (5) The drug is O=C([O-])C(O)C(O)C(=O)[O-]. The rat oral LD50 is 1.49, given as -log10 of the dose in mol/kg body weight (higher means more acutely toxic). (6) The compound is O=NN1CC=CCO1. The rat oral LD50 is 2.10, given as -log10 of the dose in mol/kg body weight (higher means more acutely toxic). (7) The drug is CN(C)C=O. The rat oral LD50 is 1.42, given as -log10 of the dose in mol/kg body weight (higher means more acutely toxic).